From a dataset of Full USPTO retrosynthesis dataset with 1.9M reactions from patents (1976-2016). Predict the reactants needed to synthesize the given product. (1) Given the product [F:1][C:2]1[CH:11]=[C:10]([F:12])[CH:9]=[C:8]2[C:3]=1[C:4]([NH:20][C:21]1[CH:22]=[N:23][CH:24]=[C:25]([N:27]3[CH2:32][CH2:31][O:30][CH2:29][CH2:28]3)[CH:26]=1)=[C:5]([CH3:19])[C:6]([N:13]1[CH2:14][CH2:15][N:16]([C:36]([NH:35][CH2:33][CH3:34])=[O:37])[CH2:17][CH2:18]1)=[N:7]2, predict the reactants needed to synthesize it. The reactants are: [F:1][C:2]1[CH:11]=[C:10]([F:12])[CH:9]=[C:8]2[C:3]=1[C:4]([NH:20][C:21]1[CH:22]=[N:23][CH:24]=[C:25]([N:27]3[CH2:32][CH2:31][O:30][CH2:29][CH2:28]3)[CH:26]=1)=[C:5]([CH3:19])[C:6]([N:13]1[CH2:18][CH2:17][NH:16][CH2:15][CH2:14]1)=[N:7]2.[CH2:33]([N:35]=[C:36]=[O:37])[CH3:34]. (2) Given the product [CH2:1]([O:8][C:9]1[CH:10]=[C:11]([CH2:24][C:25]([NH2:44])=[O:27])[CH:12]=[CH:13][C:14]=1[CH2:15][C:16]1[CH:21]=[CH:20][C:19]([CH2:22][CH3:23])=[CH:18][CH:17]=1)[C:2]1[CH:7]=[CH:6][CH:5]=[CH:4][CH:3]=1, predict the reactants needed to synthesize it. The reactants are: [CH2:1]([O:8][C:9]1[CH:10]=[C:11]([CH2:24][C:25]([OH:27])=O)[CH:12]=[CH:13][C:14]=1[CH2:15][C:16]1[CH:21]=[CH:20][C:19]([CH2:22][CH3:23])=[CH:18][CH:17]=1)[C:2]1[CH:7]=[CH:6][CH:5]=[CH:4][CH:3]=1.C(OC(=O)OC(C)(C)C)(C)(C)C.C(=O)([O-])O.[NH4+:44].Cl. (3) Given the product [CH:27]1([C:2]2[C:3]([NH:25][CH3:26])=[N:4][C:5]([NH:8][C:9]3[CH:14]=[CH:13][C:12]([C:15]([N:17]4[CH2:22][CH2:21][O:20][CH2:19][CH2:18]4)=[O:16])=[CH:11][C:10]=3[O:23][CH3:24])=[N:6][CH:7]=2)[CH2:30][CH2:29][CH2:28]1, predict the reactants needed to synthesize it. The reactants are: Br[C:2]1[C:3]([NH:25][CH3:26])=[N:4][C:5]([NH:8][C:9]2[CH:14]=[CH:13][C:12]([C:15]([N:17]3[CH2:22][CH2:21][O:20][CH2:19][CH2:18]3)=[O:16])=[CH:11][C:10]=2[O:23][CH3:24])=[N:6][CH:7]=1.[CH:27]1([B-](F)(F)F)[CH2:30][CH2:29][CH2:28]1.[K+].C(=O)([O-])[O-].[Cs+].[Cs+].C12(P(C34CC5CC(CC(C5)C3)C4)CCCC)CC3CC(CC(C3)C1)C2. (4) The reactants are: Br[C:2]1[CH:3]=[N:4][N:5]([C:9]2[CH:24]=[CH:23][C:12]([C:13]([NH:15][CH2:16][CH:17]3[CH2:22][CH2:21][O:20][CH2:19][CH2:18]3)=[O:14])=[CH:11][N:10]=2)[C:6]=1[O:7]C.[C:25]([C:27]1[CH:32]=[CH:31][C:30](B(O)O)=[CH:29][C:28]=1[O:36][CH3:37])#[N:26]. Given the product [C:25]([C:27]1[CH:32]=[CH:31][C:30]([C:2]2[CH:3]=[N:4][N:5]([C:9]3[CH:24]=[CH:23][C:12]([C:13]([NH:15][CH2:16][CH:17]4[CH2:22][CH2:21][O:20][CH2:19][CH2:18]4)=[O:14])=[CH:11][N:10]=3)[C:6]=2[OH:7])=[CH:29][C:28]=1[O:36][CH3:37])#[N:26], predict the reactants needed to synthesize it.